Dataset: Reaction yield outcomes from USPTO patents with 853,638 reactions. Task: Predict the reaction yield, written as a fraction of the theoretical maximum amount of product (1.0 means a 100% yield; for example, 0.34 means a 34% yield). (1) The reactants are Cl.Cl.[Cl:3][CH2:4][C:5](=[NH:7])[NH2:6].Cl[C:9](=[CH2:12])[C:10]#[N:11].C(N(CC)CC)C. The catalyst is C(O)C. The product is [Cl:3][CH2:4][C:5]1[N:6]=[C:10]([NH2:11])[CH:9]=[CH:12][N:7]=1. The yield is 0.180. (2) The reactants are [Cl:1][C:2]1[CH:7]=[CH:6][C:5]([CH2:8][C:9]([OH:11])=O)=[CH:4][CH:3]=1.[CH3:12][C:13]1(C)[O:18]C(=O)[CH2:16][C:15](=O)[O:14]1. No catalyst specified. The product is [Cl:1][C:2]1[CH:3]=[CH:4][C:5]([CH2:8][C:9](=[O:11])[CH2:12][C:13]([O:14][CH2:15][CH3:16])=[O:18])=[CH:6][CH:7]=1. The yield is 0.430. (3) The reactants are F[C:2]1[CH:7]=[C:6]([B:8]2[O:12][C:11]([CH3:14])([CH3:13])[C:10]([CH3:16])([CH3:15])[O:9]2)[CH:5]=[CH:4][N:3]=1.Cl.[F:18][C:19]1([F:24])[CH2:23][CH2:22][NH:21][CH2:20]1.C([O-])([O-])=O.[K+].[K+]. The catalyst is CN1C(=O)CCC1. The product is [F:18][C:19]1([F:24])[CH2:23][CH2:22][N:21]([C:2]2[CH:7]=[C:6]([B:8]3[O:12][C:11]([CH3:14])([CH3:13])[C:10]([CH3:16])([CH3:15])[O:9]3)[CH:5]=[CH:4][N:3]=2)[CH2:20]1. The yield is 0.170. (4) The reactants are [Br:1][C:2]1[C:3](=[O:29])[N:4]([C:19]2[CH:20]=[C:21]([CH:25]=[CH:26][C:27]=2[F:28])[C:22](O)=[O:23])[C:5]([CH3:18])=[CH:6][C:7]=1[O:8][CH2:9][C:10]1[CH:15]=[CH:14][C:13]([F:16])=[CH:12][C:11]=1[F:17].ClC(OCC(C)C)=O.[CH3:38][N:39]1CCOC[CH2:40]1.CN. The catalyst is CN(C)C=O. The product is [Br:1][C:2]1[C:3](=[O:29])[N:4]([C:19]2[CH:20]=[C:21]([CH:25]=[CH:26][C:27]=2[F:28])[C:22]([N:39]([CH3:40])[CH3:38])=[O:23])[C:5]([CH3:18])=[CH:6][C:7]=1[O:8][CH2:9][C:10]1[CH:15]=[CH:14][C:13]([F:16])=[CH:12][C:11]=1[F:17]. The yield is 0.300. (5) The reactants are [CH2:1]([O:3][C:4]([C:6]1[N:7]([CH2:11][O:12][CH2:13][CH2:14][Si:15]([CH3:18])([CH3:17])[CH3:16])[CH:8]=[CH:9][N:10]=1)=[O:5])[CH3:2].C1C(=O)N([Br:26])C(=O)C1. The catalyst is CC#N. The product is [CH2:1]([O:3][C:4]([C:6]1[N:7]([CH2:11][O:12][CH2:13][CH2:14][Si:15]([CH3:17])([CH3:16])[CH3:18])[CH:8]=[C:9]([Br:26])[N:10]=1)=[O:5])[CH3:2]. The yield is 0.390.